Dataset: Forward reaction prediction with 1.9M reactions from USPTO patents (1976-2016). Task: Predict the product of the given reaction. (1) The product is: [C:56]([OH:62])([C:58]([F:61])([F:60])[F:59])=[O:57].[C:8](#[N:23])[CH3:7].[C:56]([OH:62])([C:58]([F:61])([F:60])[F:59])=[O:57].[OH2:5]. Given the reactants C([O:5]C(=O)[CH2:7][CH:8]([NH:23]C(=O)CCCCCCCC[CH2:7][CH2:8][NH:23]C(OC(C)(C)C)=O)C(=O)C[O:5]C1C(F)=C(F)C=C(F)C=1F)(C)(C)C.CO.CCN(C(C)C)C(C)C.[C:56]([OH:62])([C:58]([F:61])([F:60])[F:59])=[O:57], predict the reaction product. (2) Given the reactants [CH3:1][O:2][C:3]1[CH:4]=[C:5]([C:11]2[CH2:15][CH:14]([CH2:16][CH2:17][CH2:18][CH:19]=O)[O:13][N:12]=2)[CH:6]=[CH:7][C:8]=1[O:9][CH3:10].Cl.[CH2:22]([O:24][C:25]1[CH:30]=[CH:29][CH:28]=[CH:27][C:26]=1[N:31]1[CH2:36][CH2:35][NH:34][CH2:33][CH2:32]1)[CH3:23].[BH-](OC(C)=O)(OC(C)=O)OC(C)=O.[Na+].C(N(C(C)C)CC)(C)C, predict the reaction product. The product is: [CH3:1][O:2][C:3]1[CH:4]=[C:5]([C:11]2[CH2:15][CH:14]([CH2:16][CH2:17][CH2:18][CH2:19][N:34]3[CH2:33][CH2:32][N:31]([C:26]4[CH:27]=[CH:28][CH:29]=[CH:30][C:25]=4[O:24][CH2:22][CH3:23])[CH2:36][CH2:35]3)[O:13][N:12]=2)[CH:6]=[CH:7][C:8]=1[O:9][CH3:10]. (3) The product is: [C:23]([C:18]1[CH:19]=[CH:20][CH:21]=[CH:22][C:17]=1[NH:16][CH:4]([CH2:5][C:6]1[CH:7]=[CH:8][C:9]([O:12][CH2:13][CH2:14][C:41]2[C:42]3[NH:43][C:44]4[C:36](=[CH:35][CH:34]=[CH:33][CH:32]=4)[C:37]=3[CH:38]=[CH:39][CH:40]=2)=[CH:10][CH:11]=1)[C:3]([OH:2])=[O:31])(=[O:30])[C:24]1[CH:29]=[CH:28][CH:27]=[N:26][CH:25]=1. Given the reactants C[O:2][C:3](=[O:31])[CH:4]([NH:16][C:17]1[CH:22]=[CH:21][CH:20]=[CH:19][C:18]=1[C:23](=[O:30])[C:24]1[CH:29]=[CH:28][CH:27]=[N:26][CH:25]=1)[CH2:5][C:6]1[CH:11]=[CH:10][C:9]([O:12][CH2:13][CH2:14]Br)=[CH:8][CH:7]=1.[CH:32]1[C:44]2[NH:43][C:42]3[C:37](=[CH:38][CH:39]=[CH:40][CH:41]=3)[C:36]=2[CH:35]=[CH:34][CH:33]=1.[OH-].[Na+], predict the reaction product. (4) Given the reactants C1C2C(COC([NH:18][C@@H:19]([C:28]([NH:30][CH3:31])=[O:29])[CH2:20][C:21]([O:23][C:24]([CH3:27])([CH3:26])[CH3:25])=[O:22])=O)C3C(=CC=CC=3)C=2C=CC=1.N1CCCCC1, predict the reaction product. The product is: [NH2:18][C@@H:19]([C:28]([NH:30][CH3:31])=[O:29])[CH2:20][C:21]([O:23][C:24]([CH3:26])([CH3:27])[CH3:25])=[O:22]. (5) Given the reactants [F:1][C:2]1[C:7]([F:8])=[C:6]([NH:9][C:10]2[CH:15]=[CH:14][C:13]([I:16])=[CH:12][C:11]=2[F:17])[C:5]([NH2:18])=[CH:4][CH:3]=1.[CH3:19][C:20]1[S:21][C:22]([S:26](Cl)(=[O:28])=[O:27])=[C:23]([CH3:25])[N:24]=1, predict the reaction product. The product is: [F:8][C:7]1[C:6]([NH:9][C:10]2[CH:15]=[CH:14][C:13]([I:16])=[CH:12][C:11]=2[F:17])=[C:5]([NH:18][S:26]([C:22]2[S:21][C:20]([CH3:19])=[N:24][C:23]=2[CH3:25])(=[O:28])=[O:27])[CH:4]=[CH:3][C:2]=1[F:1]. (6) Given the reactants [F:1][C:2]1[CH:16]=[CH:15][CH:14]=[CH:13][C:3]=1[CH2:4]P(=O)(OCC)OCC.[H-].[Na+].[CH2:19]([N:26]1[CH2:31][CH2:30][N:29]([C:32]([O:34][C:35]([CH3:38])([CH3:37])[CH3:36])=[O:33])[C@H:28]([CH:39]=O)[CH2:27]1)[C:20]1[CH:25]=[CH:24][CH:23]=[CH:22][CH:21]=1.C(=O)([O-])O.[Na+], predict the reaction product. The product is: [CH2:19]([N:26]1[CH2:31][CH2:30][N:29]([C:32]([O:34][C:35]([CH3:38])([CH3:37])[CH3:36])=[O:33])[C@H:28](/[CH:39]=[CH:4]/[C:3]2[CH:13]=[CH:14][CH:15]=[CH:16][C:2]=2[F:1])[CH2:27]1)[C:20]1[CH:21]=[CH:22][CH:23]=[CH:24][CH:25]=1. (7) The product is: [CH3:1][C@:2]1([C:18]([NH:20][C:21]2([C:24]3[CH:25]=[CH:26][C:27]([C:28]([OH:30])=[O:29])=[CH:32][CH:33]=3)[CH2:22][CH2:23]2)=[O:19])[CH2:6][CH2:5][CH2:4][N:3]1[CH2:7][C:8]1[CH:9]=[CH:10][C:11]([C:14]([F:17])([F:15])[F:16])=[CH:12][CH:13]=1. Given the reactants [CH3:1][C@:2]1([C:18]([NH:20][C:21]2([C:24]3[CH:33]=[CH:32][C:27]([C:28]([O:30]C)=[O:29])=[CH:26][CH:25]=3)[CH2:23][CH2:22]2)=[O:19])[CH2:6][CH2:5][CH2:4][N:3]1[CH2:7][C:8]1[CH:13]=[CH:12][C:11]([C:14]([F:17])([F:16])[F:15])=[CH:10][CH:9]=1.O[Li].O, predict the reaction product.